Dataset: HIV replication inhibition screening data with 41,000+ compounds from the AIDS Antiviral Screen. Task: Binary Classification. Given a drug SMILES string, predict its activity (active/inactive) in a high-throughput screening assay against a specified biological target. (1) The molecule is Oc1cccc(C=Cc2ccncc2)c1. The result is 0 (inactive). (2) The compound is O=P(O)(O)OC1C(OP(=O)(O)O)C(OP(=O)(O)O)C(OP(=O)(O)O)C(OP(=O)(O)O)C1OP(=O)(O)O. The result is 0 (inactive). (3) The result is 0 (inactive). The molecule is N#CC1(Cc2ccccc2Cl)c2ccccc2C=CN1C(=O)c1ccccc1. (4) The compound is COc1ccc(C=C2N=C3Sc4c(O)ncnc4N3C2=O)cc1. The result is 0 (inactive). (5) The compound is CCCOc1csc(C2CCC3C4CC=C5CC(OC(=O)CCC(=O)O)CCC5(C)C4CCC23C)n1. The result is 0 (inactive). (6) The molecule is CCN(CC)C(=S)NN=Cc1ccccn1. The result is 0 (inactive). (7) The molecule is CCCc1[nH]c2ccccc2c1-c1c(CCC)[nH]c2ccccc12. The result is 0 (inactive). (8) The compound is [N-]=[N+]=NC1CC(CO)OC1n1cnc2c(N)ncnc21. The result is 0 (inactive).